From a dataset of Experimentally validated miRNA-target interactions with 360,000+ pairs, plus equal number of negative samples. Binary Classification. Given a miRNA mature sequence and a target amino acid sequence, predict their likelihood of interaction. (1) The miRNA is mmu-miR-24-3p with sequence UGGCUCAGUUCAGCAGGAACAG. The protein sequence of the target gene is MAGVQTLGRARGSTWTWRPVARDVLLARAFHSCTELEGRFYLVGGLLEGGARVPSNDTVIFDPAVGQAVRLVARGSPLRSHHDAALVGGRWLCVVGGWDGSRRLSTVAALDTEREVWEAWAANPGNCPPAGLSSHTCTRLSDGELRVSGREGGTHTQRRYGSIYTLKLDHRTRTYCYKEEGCHTTSRSGHCAALLPTAGPHPGHQLLLFGGCNSVGPEVAGQWSPGKIKEEQPVAPHLREQLARLVSSGQGLQQGPQSLRHHSCSVVGPFAVLFGGETLTRARDTICNDLYIYDTRKSPP.... Result: 1 (interaction). (2) The miRNA is hsa-miR-100-5p with sequence AACCCGUAGAUCCGAACUUGUG. The protein sequence of the target gene is METMRAQRLQPGVGTSGRGTLRALRPGVTGAAAATATPPAGPPPAPPPPAPPPPPLLLSGAPGLPLPPGAAGSPAVLREAVEAVVRSFAKHTQGYGRVNVVEALQEFWQMKQSRGADLKNGALVVYEMVPSNSPPYVCYVTLPGGSCFGSFQFCPTKAEARRSAAKIALMNSVFNEHPSRRITDEFIEKSVSEALASFNGNREEADNPNTGIGAFRFMLESNKGKSMLEFQELMTVFQLLHWNGSLKAMRERQCSRQEVLAHYSHRALDDDIRHQMALDWVSREQSVPGALSRELASTER.... Result: 1 (interaction). (3) The miRNA is mmu-miR-1930-5p with sequence ACCUCCAUAGUACCUGCAGCGU. The protein sequence of the target gene is MIMFLPVGRMSLGILILFLTGGNLVSASEERQEPMHAVSVLSPEKSTDLSLPTRKRQLLDATETGRRWLLRRRRSILFPNGVKICSSETVAEAVANHVKYFKARVCQEAIWEAFRTFWDRLPGRDEYRHWMNLCEDGVTSVFEMGAHFSQSVEHRNLIMKKLAYTREAESSSCKDQSCGPELSFPVPIGETSTLTGAVSSASYPGLASESSAASPQESISNEIENVTEEPTQPAAEQIAEFSIQLLGKRYSEELRDPSSALYRLLVEEFISEVEKAFTGLPGYKGIRVLEFRAPEENDSG.... Result: 1 (interaction). (4) The miRNA is hsa-miR-6761-5p with sequence UCUGAGAGAGCUCGAUGGCAG. The protein sequence of the target gene is MEGESSRFEIHTPVSDKKKKKCSIHKERPQKHSHEIFRDSSLVNEQSQITRRKKRKKDFQHLISSPLKKSRICDETANATSTLKKRKKRRYSALEVDEEAGVTVVLVDKENINNTPKHFRKDVDVVCVDMSIEQKLPRKPKTDKFQVLAKSHAHKSEALHSKVREKKNKKHQRKAASWESQRARDTLPQSESHQEESWLSVGPGGEITELPASAHKNKSKKKKKKSSNREYETLAMPEGSQAGREAGTDMQESQPTVGLDDETPQLLGPTHKKKSKKKKKKKSNHQEFEALAMPEGSQVG.... Result: 0 (no interaction). (5) The miRNA is hsa-miR-6762-3p with sequence UGGCUGCUUCCCUUGGUCUCCAG. The protein sequence of the target gene is MATAVSRPCAGRSRDILWRVLGWRIVASIVWSVLFLPICTTVFIIFSRIDLFHPIQWLSDSFSDLYSSYVIFYFLLLSVVIIIISIFNVEFYAVVPSIPCSRLALIGKIIHPQQLMHSFIHAAMGMVMAWCAAVITQGQYSFLVVPCTGTNSFGSPAAQTCLNEYHLFFLLTGAFMGYSYSLLYFVNNMNYLPFPIIQQYKFLRFRRSLLLLVKHSCVESLFLVRNFCILYYFLGYIPKAWISTAMNLHIDEQVHRPLDTVSGLLNLSLLYHVWLCGVFLLTTWYVSWILFKIYATEAHV.... Result: 0 (no interaction). (6) The miRNA is mmu-miR-343 with sequence UCUCCCUUCAUGUGCCCAGA. The protein sequence of the target gene is MAEASVDASTLPVTVKKKKSLSIEEKIDIINAVESGKKKAEIAAEYGIKKNSLSSIMKNKDKVLEAFESLRFDPKRKRLRTAFYTDLEEALMRWYRIAQCLNVPVNGPMLRLKANDFAQKLGHNDFKCSNGWLDRFKSRYGLVFRAQPVEATGVPVDPSTVWYQNVLPYYLNDYHPKNVFNIKETGLLYRMLPTNTFAFKGETCSVGKLCKDRITLVVGTNMDGSEKLPLLVIGKKRTPHCFKGLKSLPVCYEANRMAWMTSDVFEQWMRKLDEEFQAQQRRVVIFVESFPAHPEVKNLK.... Result: 0 (no interaction).